Dataset: Reaction yield outcomes from USPTO patents with 853,638 reactions. Task: Predict the reaction yield, written as a fraction of the theoretical maximum amount of product (1.0 means a 100% yield; for example, 0.34 means a 34% yield). (1) The reactants are CC1C=C2C(N=CC=C2)=C2C=1C=CC=N2.C([O-])([O-])=O.[Cs+].[Cs+].I[C:23]1[CH:28]=[CH:27][C:26]([O:29][CH3:30])=[CH:25][CH:24]=1.[CH:31]1([OH:36])[CH2:35][CH2:34][CH2:33][CH2:32]1. The catalyst is [Cu]I. The product is [CH:31]1([O:36][C:23]2[CH:28]=[CH:27][C:26]([O:29][CH3:30])=[CH:25][CH:24]=2)[CH2:35][CH2:34][CH2:33][CH2:32]1. The yield is 0.670. (2) The reactants are CS(O[CH2:6][C@@H:7]([NH:9][C:10]([O:12][C:13]([CH3:16])([CH3:15])[CH3:14])=[O:11])[CH3:8])(=O)=O.[C-:17]#[N:18].[K+].C1OCCOCCOCCOCCOCCOC1.O. The catalyst is CS(C)=O. The product is [C:17]([CH2:6][C@@H:7]([NH:9][C:10](=[O:11])[O:12][C:13]([CH3:16])([CH3:15])[CH3:14])[CH3:8])#[N:18]. The yield is 0.880.